Dataset: Catalyst prediction with 721,799 reactions and 888 catalyst types from USPTO. Task: Predict which catalyst facilitates the given reaction. (1) Reactant: [C:1]1([NH:7][C:8](=O)[CH:9]=[CH:10][S:11][C:12]2[CH:17]=[CH:16][CH:15]=[CH:14][CH:13]=2)[CH:6]=[CH:5][CH:4]=[CH:3][CH:2]=1.S(Cl)([Cl:21])=O. Product: [C:1]1([N:7]=[C:8]([Cl:21])[CH:9]=[CH:10][S:11][C:12]2[CH:17]=[CH:16][CH:15]=[CH:14][CH:13]=2)[CH:6]=[CH:5][CH:4]=[CH:3][CH:2]=1. The catalyst class is: 9. (2) Reactant: N1C=CC=CC=1.S([O:14][S:15]([C:18]([F:21])([F:20])[F:19])(=[O:17])=[O:16])(C(F)(F)F)(=O)=O.[CH2:22]([CH:29]([CH2:32]O)[CH2:30][OH:31])[C:23]1[CH:28]=[CH:27][CH:26]=[CH:25][CH:24]=1.[OH2:34]. Product: [F:19][C:18]([F:21])([F:20])[S:15]([O:31][CH2:30][CH:29]([CH2:22][C:23]1[CH:28]=[CH:27][CH:26]=[CH:25][CH:24]=1)[CH2:32][O:14][S:15]([C:18]([F:19])([F:20])[F:21])(=[O:16])=[O:17])(=[O:14])=[O:34]. The catalyst class is: 2. (3) Reactant: Br[C:2]1[N:7]=[CH:6][C:5]2[C:8]([C:14]3[CH:15]=[N:16][N:17]([CH2:19][C:20]([O:22][CH2:23][CH3:24])=[O:21])[CH:18]=3)=[CH:9][N:10]([CH:11]([CH3:13])[CH3:12])[C:4]=2[CH:3]=1.C1(P(C2C=CC=CC=2)C2C3OC4C(=CC=CC=4P(C4C=CC=CC=4)C4C=CC=CC=4)C(C)(C)C=3C=CC=2)C=CC=CC=1.[Cl:67][C:68]1[N:73]=[C:72]([NH2:74])[CH:71]=[CH:70][N:69]=1.C(=O)([O-])[O-].[Cs+].[Cs+]. Product: [Cl:67][C:68]1[N:73]=[C:72]([NH:74][C:2]2[N:7]=[CH:6][C:5]3[C:8]([C:14]4[CH:15]=[N:16][N:17]([CH2:19][C:20]([O:22][CH2:23][CH3:24])=[O:21])[CH:18]=4)=[CH:9][N:10]([CH:11]([CH3:13])[CH3:12])[C:4]=3[CH:3]=2)[CH:71]=[CH:70][N:69]=1. The catalyst class is: 102. (4) Reactant: [Cl:1][C:2]1[CH:7]=[CH:6][C:5]([C:8]2[CH:13]=[CH:12][C:11]([NH:14][C:15](=[O:26])[CH2:16][CH2:17][C:18]3[CH:23]=[CH:22][C:21]([CH2:24]Cl)=[CH:20][CH:19]=3)=[CH:10][CH:9]=2)=[CH:4][CH:3]=1.[CH3:27][NH:28][CH2:29][C:30]1[CH:35]=[CH:34][N:33]=[CH:32][CH:31]=1.C(=O)([O-])[O-].[K+].[K+]. Product: [Cl:1][C:2]1[CH:3]=[CH:4][C:5]([C:8]2[CH:13]=[CH:12][C:11]([NH:14][C:15](=[O:26])[CH2:16][CH2:17][C:18]3[CH:19]=[CH:20][C:21]([CH2:24][N:28]([CH3:27])[CH2:29][C:30]4[CH:35]=[CH:34][N:33]=[CH:32][CH:31]=4)=[CH:22][CH:23]=3)=[CH:10][CH:9]=2)=[CH:6][CH:7]=1. The catalyst class is: 21. (5) Reactant: [CH3:1][O:2][C:3]([C:5]1[C:6]([CH3:22])=[C:7]([C:10]2[CH2:11][N:12]([C:15]([O:17][C:18]([CH3:21])([CH3:20])[CH3:19])=[O:16])[CH2:13][CH:14]=2)[S:8][CH:9]=1)=[O:4]. Product: [CH3:1][O:2][C:3]([C:5]1[C:6]([CH3:22])=[C:7]([CH:10]2[CH2:14][CH2:13][N:12]([C:15]([O:17][C:18]([CH3:20])([CH3:19])[CH3:21])=[O:16])[CH2:11]2)[S:8][CH:9]=1)=[O:4]. The catalyst class is: 19.